Dataset: Full USPTO retrosynthesis dataset with 1.9M reactions from patents (1976-2016). Task: Predict the reactants needed to synthesize the given product. (1) The reactants are: CC1C(C([O:9][C:10]2[CH:18]=[C:17]3[N:12]([CH2:13][C:14]4([C:31]5[CH:36]=[CH:35][C:34]([O:37][CH3:38])=[CH:33][CH:32]=5)[N:22]([C:23]([C:25]5[C:26]([CH3:30])=[N:27][O:28][CH:29]=5)=[O:24])[CH2:21][CH2:20][N:15]4[C:16]3=[O:19])[N:11]=2)=O)=CON=1.[OH-].[Li+]. Given the product [CH3:38][O:37][C:34]1[CH:33]=[CH:32][C:31]([C:14]23[N:22]([C:23]([C:25]4[C:26]([CH3:30])=[N:27][O:28][CH:29]=4)=[O:24])[CH2:21][CH2:20][N:15]2[C:16](=[O:19])[C:17]2[N:12]([NH:11][C:10](=[O:9])[CH:18]=2)[CH2:13]3)=[CH:36][CH:35]=1, predict the reactants needed to synthesize it. (2) Given the product [Cl:22][CH2:23][CH2:24][O:25][C:26]1[CH:34]=[CH:33][C:29]([C:30]([N:7]2[C:6]3[CH:20]=[CH:21][C:3]([O:2][CH3:1])=[CH:4][C:5]=3[O:11][CH2:10][CH:9]([C:12]3[CH:17]=[CH:16][C:15]([O:18][CH3:19])=[CH:14][CH:13]=3)[CH2:8]2)=[O:31])=[CH:28][CH:27]=1, predict the reactants needed to synthesize it. The reactants are: [CH3:1][O:2][C:3]1[CH:21]=[CH:20][C:6]2[NH:7][CH2:8][CH:9]([C:12]3[CH:17]=[CH:16][C:15]([O:18][CH3:19])=[CH:14][CH:13]=3)[CH2:10][O:11][C:5]=2[CH:4]=1.[Cl:22][CH2:23][CH2:24][O:25][C:26]1[CH:34]=[CH:33][C:29]([C:30](Cl)=[O:31])=[CH:28][CH:27]=1.C(N(CC)CC)C.O. (3) Given the product [F:1][C:2]1[CH:3]=[C:4]([CH:14]=[CH:15][CH:16]=1)[CH2:5][O:6][C:7]1[CH:12]=[CH:11][C:10]([C:22]#[C:21][Si:18]([CH3:20])([CH3:19])[CH3:17])=[CH:9][CH:8]=1, predict the reactants needed to synthesize it. The reactants are: [F:1][C:2]1[CH:3]=[C:4]([CH:14]=[CH:15][CH:16]=1)[CH2:5][O:6][C:7]1[CH:12]=[CH:11][C:10](I)=[CH:9][CH:8]=1.[CH3:17][Si:18]([C:21]#[CH:22])([CH3:20])[CH3:19].[Cl-].[NH4+]. (4) Given the product [NH2:16][CH2:15][C:11]1([F:14])[CH2:12][CH2:13][N:8]([CH2:7][C:6]2[CH:27]=[C:28]([Cl:30])[CH:29]=[C:4]([Cl:3])[C:5]=2[OH:31])[CH2:9][CH2:10]1, predict the reactants needed to synthesize it. The reactants are: NN.[Cl:3][C:4]1[C:5]([OH:31])=[C:6]([CH:27]=[C:28]([Cl:30])[CH:29]=1)[CH2:7][N:8]1[CH2:13][CH2:12][C:11]([CH2:15][N:16]2C(=O)C3C(=CC=CC=3)C2=O)([F:14])[CH2:10][CH2:9]1. (5) Given the product [Cl:18][C:15]1[CH:16]=[CH:17][C:12]([NH:11][S:8]([C:5]2[CH:6]=[CH:7][C:2]([C:40]3[C:35]([F:34])=[N:36][CH:37]=[CH:38][CH:39]=3)=[CH:3][CH:4]=2)(=[O:10])=[O:9])=[C:13]([C:19]([C:21]2[CH:26]=[CH:25][N:24]=[CH:23][CH:22]=2)=[O:20])[CH:14]=1, predict the reactants needed to synthesize it. The reactants are: Br[C:2]1[CH:7]=[CH:6][C:5]([S:8]([NH:11][C:12]2[CH:17]=[CH:16][C:15]([Cl:18])=[CH:14][C:13]=2[C:19]([C:21]2[CH:26]=[CH:25][N:24]=[CH:23][CH:22]=2)=[O:20])(=[O:10])=[O:9])=[CH:4][CH:3]=1.C(=O)([O-])[O-].[Na+].[Na+].O.[F:34][C:35]1[C:40](B(O)O)=[CH:39][CH:38]=[CH:37][N:36]=1. (6) Given the product [Cl:1][C:2]1[CH:3]=[CH:4][C:5]([CH:6]2[CH:26]([C:22]3[N:21]([CH3:20])[CH:25]=[CH:24][N:23]=3)[C:29](=[O:28])[C:30]3[C:13]([C:12]([O:11][CH2:10][CH3:9])=[O:17])=[CH:14][CH:15]=[CH:16][C:8]=3[NH:7]2)=[CH:18][CH:19]=1, predict the reactants needed to synthesize it. The reactants are: [Cl:1][C:2]1[CH:19]=[CH:18][C:5](/[CH:6]=[N:7]/[C:8]2[CH:16]=[CH:15][CH:14]=[C:13]3[C:9]=2[CH2:10][O:11][C:12]3=[O:17])=[CH:4][CH:3]=1.[CH3:20][N:21]1[CH:25]=[CH:24][N:23]=[C:22]1[CH:26]=O.[O-:28][CH2:29][CH3:30].[Na+].C(O)C. (7) Given the product [NH2:5][C:6]1[N:11]=[CH:10][C:9]([CH2:12][N:13]2[CH2:14][CH2:15][C:16]3([N:20]([C:21]4[CH:26]=[CH:25][CH:24]=[C:23]([F:27])[CH:22]=4)[C:19](=[O:28])[N:18]=[C:17]3[NH:29][CH:30]3[CH2:35][CH2:34][CH2:33][CH2:32][CH2:31]3)[CH2:36][CH2:37]2)=[CH:8][CH:7]=1, predict the reactants needed to synthesize it. The reactants are: [Cl-].[Cl-].[Cl-].[Cl-].[NH2:5][C:6]1[NH+:11]=[CH:10][C:9]([CH2:12][NH+:13]2[CH2:37][CH2:36][C:16]3([N:20]([C:21]4[CH:26]=[CH:25][CH:24]=[C:23]([F:27])[CH:22]=4)[C:19](=[O:28])[N:18]=[C:17]3[NH:29][CH:30]3[CH2:35][CH2:34][CH2:33][CH2:32][CH2:31]3)[CH2:15][CH2:14]2)=[CH:8][CH:7]=1.[NH2:5][C:6]1[NH+:11]=[CH:10][C:9]([CH2:12][NH+:13]2[CH2:14][CH2:15][C:16]3([N:20]([C:21]4[CH:26]=[CH:25][CH:24]=[C:23]([F:27])[CH:22]=4)[C:19](=[O:28])[N:18]=[C:17]3[NH:29][CH:30]3[CH2:35][CH2:34][CH2:33][CH2:32][CH2:31]3)[CH2:36][CH2:37]2)=[CH:8][CH:7]=1.BrC1C(CN2CCC3(N(C4C=CC=C(F)C=4)C(=O)N=C3NC3CCCCC3)CC2)=CC=CC=1.